This data is from NCI-60 drug combinations with 297,098 pairs across 59 cell lines. The task is: Regression. Given two drug SMILES strings and cell line genomic features, predict the synergy score measuring deviation from expected non-interaction effect. (1) Drug 1: CC(CN1CC(=O)NC(=O)C1)N2CC(=O)NC(=O)C2. Drug 2: C1C(C(OC1N2C=C(C(=O)NC2=O)F)CO)O. Cell line: U251. Synergy scores: CSS=55.3, Synergy_ZIP=-5.65, Synergy_Bliss=-5.28, Synergy_Loewe=-2.65, Synergy_HSA=0.823. (2) Drug 1: C1=CN(C(=O)N=C1N)C2C(C(C(O2)CO)O)O.Cl. Drug 2: C1=CC=C(C(=C1)C(C2=CC=C(C=C2)Cl)C(Cl)Cl)Cl. Cell line: BT-549. Synergy scores: CSS=7.47, Synergy_ZIP=-3.94, Synergy_Bliss=2.43, Synergy_Loewe=-9.79, Synergy_HSA=0.304. (3) Drug 1: CC1=C(C(CCC1)(C)C)C=CC(=CC=CC(=CC(=O)O)C)C. Drug 2: C1=NC2=C(N=C(N=C2N1C3C(C(C(O3)CO)O)F)Cl)N. Cell line: RPMI-8226. Synergy scores: CSS=30.0, Synergy_ZIP=-4.48, Synergy_Bliss=-3.47, Synergy_Loewe=-5.28, Synergy_HSA=-5.03. (4) Drug 1: CC1OCC2C(O1)C(C(C(O2)OC3C4COC(=O)C4C(C5=CC6=C(C=C35)OCO6)C7=CC(=C(C(=C7)OC)O)OC)O)O. Drug 2: CC1=C(N=C(N=C1N)C(CC(=O)N)NCC(C(=O)N)N)C(=O)NC(C(C2=CN=CN2)OC3C(C(C(C(O3)CO)O)O)OC4C(C(C(C(O4)CO)O)OC(=O)N)O)C(=O)NC(C)C(C(C)C(=O)NC(C(C)O)C(=O)NCCC5=NC(=CS5)C6=NC(=CS6)C(=O)NCCC[S+](C)C)O. Cell line: OVCAR-8. Synergy scores: CSS=38.7, Synergy_ZIP=-2.47, Synergy_Bliss=-0.405, Synergy_Loewe=-8.90, Synergy_HSA=-0.0578. (5) Cell line: MOLT-4. Drug 2: CC12CCC3C(C1CCC2OP(=O)(O)O)CCC4=C3C=CC(=C4)OC(=O)N(CCCl)CCCl.[Na+]. Drug 1: CC1CCC2CC(C(=CC=CC=CC(CC(C(=O)C(C(C(=CC(C(=O)CC(OC(=O)C3CCCCN3C(=O)C(=O)C1(O2)O)C(C)CC4CCC(C(C4)OC)O)C)C)O)OC)C)C)C)OC. Synergy scores: CSS=45.0, Synergy_ZIP=8.17, Synergy_Bliss=9.87, Synergy_Loewe=12.3, Synergy_HSA=13.1. (6) Drug 1: CN1CCC(CC1)COC2=C(C=C3C(=C2)N=CN=C3NC4=C(C=C(C=C4)Br)F)OC. Drug 2: CC1=C(C(=CC=C1)Cl)NC(=O)C2=CN=C(S2)NC3=CC(=NC(=N3)C)N4CCN(CC4)CCO. Cell line: A549. Synergy scores: CSS=46.4, Synergy_ZIP=14.6, Synergy_Bliss=13.5, Synergy_Loewe=-0.749, Synergy_HSA=16.4.